This data is from Full USPTO retrosynthesis dataset with 1.9M reactions from patents (1976-2016). The task is: Predict the reactants needed to synthesize the given product. (1) Given the product [CH3:6][C:7]([C:34]#[C:35]/[CH:2]=[CH:3]/[CH2:4][N:5]([CH2:6][C:7]1[CH:8]=[CH:9][CH:10]=[C:11]2[CH:12]=[CH:13][CH:14]=[CH:15][C:16]=12)[CH3:17])([CH3:16])[CH3:8], predict the reactants needed to synthesize it. The reactants are: Cl/[CH:2]=[CH:3]/[CH2:4][N:5]([CH3:17])[CH2:6][C:7]1[C:16]2[C:11](=[CH:12][CH:13]=[CH:14][CH:15]=2)[CH:10]=[CH:9][CH:8]=1.C(N([CH2:34][C:35]([O-])=O)CC(O)=O)CN(CC([O-])=O)CC(O)=O.[Na+].[Na+]. (2) Given the product [CH3:9][O:8][N:6]([CH3:7])[C:4](=[O:5])[C:3]1[CH:10]=[CH:11][C:12]([S:14]([F:19])([F:15])([F:16])([F:17])[F:18])=[CH:13][C:2]=1[NH:1][C:22](=[O:23])[C:21]([F:32])([F:31])[F:20], predict the reactants needed to synthesize it. The reactants are: [NH2:1][C:2]1[CH:13]=[C:12]([S:14]([F:19])([F:18])([F:17])([F:16])[F:15])[CH:11]=[CH:10][C:3]=1[C:4]([N:6]([O:8][CH3:9])[CH3:7])=[O:5].[F:20][C:21]([F:32])([F:31])[C:22](O[C:22](=[O:23])[C:21]([F:32])([F:31])[F:20])=[O:23]. (3) Given the product [CH3:21][CH:19]([CH3:20])[C@H:18]([NH:22][C:23](=[O:26])[O:24][CH3:25])[C:17](=[O:27])[N:13]1[CH2:14][CH2:15][CH2:16][C@H:12]1[C:10]1[NH:9][C:8]2[C:28]3[C:4]([CH:5]=[CH:6][C:7]=2[N:11]=1)=[CH:3][C:2]([B:31]1[O:35][C:34]([CH3:37])([CH3:36])[C:33]([CH3:39])([CH3:38])[O:32]1)=[CH:30][CH:29]=3, predict the reactants needed to synthesize it. The reactants are: Br[C:2]1[CH:3]=[C:4]2[C:28](=[CH:29][CH:30]=1)[C:8]1[NH:9][C:10]([C@@H:12]3[CH2:16][CH2:15][CH2:14][N:13]3[C:17](=[O:27])[C@@H:18]([NH:22][C:23](=[O:26])[O:24][CH3:25])[CH:19]([CH3:21])[CH3:20])=[N:11][C:7]=1[CH:6]=[CH:5]2.[B:31]1([B:31]2[O:35][C:34]([CH3:37])([CH3:36])[C:33]([CH3:39])([CH3:38])[O:32]2)[O:35][C:34]([CH3:37])([CH3:36])[C:33]([CH3:39])([CH3:38])[O:32]1.CC([O-])=O.[K+].